Dataset: Full USPTO retrosynthesis dataset with 1.9M reactions from patents (1976-2016). Task: Predict the reactants needed to synthesize the given product. (1) Given the product [C:1]([C:3]1[CH:4]=[C:5]([C:13]2[O:17][N:16]=[C:15]([C:18]3[CH:19]=[C:20]4[C:24](=[CH:25][CH:26]=3)[N:23]([CH2:27][CH2:28][C:29]([O-:31])=[O:30])[CH:22]=[CH:21]4)[N:14]=2)[CH:6]=[CH:7][C:8]=1[O:9][CH:10]([CH3:12])[CH3:11])#[N:2].[Na+:35], predict the reactants needed to synthesize it. The reactants are: [C:1]([C:3]1[CH:4]=[C:5]([C:13]2[O:17][N:16]=[C:15]([C:18]3[CH:19]=[C:20]4[C:24](=[CH:25][CH:26]=3)[N:23]([CH2:27][CH2:28][C:29]([O:31]CC)=[O:30])[CH:22]=[CH:21]4)[N:14]=2)[CH:6]=[CH:7][C:8]=1[O:9][CH:10]([CH3:12])[CH3:11])#[N:2].[OH-].[Na+:35]. (2) Given the product [Cl:29][C:1]1[NH:2][C:9]([C:11]2[CH:16]=[CH:15][C:14]([CH:17]3[CH2:22][CH2:21][CH2:20][CH2:19][CH2:18]3)=[CH:13][CH:12]=2)=[CH:8][C:3]=1[C:4]([O:6][CH3:7])=[O:5], predict the reactants needed to synthesize it. The reactants are: [C:1]([CH:3]([CH2:8][C:9]([C:11]1[CH:16]=[CH:15][C:14]([CH:17]2[CH2:22][CH2:21][CH2:20][CH2:19][CH2:18]2)=[CH:13][CH:12]=1)=O)[C:4]([O:6][CH3:7])=[O:5])#[N:2].O1CCOCC1.[ClH:29]. (3) The reactants are: Cl.C([O:4][C:5]([CH:7]1[CH2:12][CH:11]([CH3:13])[CH2:10][CH2:9][NH:8]1)=[O:6])C.[OH-].[Na+].[C:16](O[C:16]([O:18][C:19]([CH3:22])([CH3:21])[CH3:20])=[O:17])([O:18][C:19]([CH3:22])([CH3:21])[CH3:20])=[O:17].Cl. Given the product [C:19]([O:18][C:16]([N:8]1[CH2:9][CH2:10][CH:11]([CH3:13])[CH2:12][CH:7]1[C:5]([OH:4])=[O:6])=[O:17])([CH3:22])([CH3:21])[CH3:20], predict the reactants needed to synthesize it. (4) The reactants are: [F:1][C:2]([F:13])([F:12])[O:3][C:4]1[CH:11]=[CH:10][CH:9]=[CH:8][C:5]=1[CH2:6][NH2:7].C[Al](C)C.[C:18]([O:22][C:23]([N:25]([CH3:48])[CH2:26][CH2:27][N:28]1[CH2:33][CH2:32][CH:31]([N:34]2[C:38]([C:39](OCC)=[O:40])=[CH:37][C:36]([C:44]([F:47])([F:46])[F:45])=[N:35]2)[CH2:30][CH2:29]1)=[O:24])([CH3:21])([CH3:20])[CH3:19].C([O-])(O)=O.[Na+]. Given the product [CH3:48][N:25]([CH2:26][CH2:27][N:28]1[CH2:33][CH2:32][CH:31]([N:34]2[C:38]([C:39](=[O:40])[NH:7][CH2:6][C:5]3[CH:8]=[CH:9][CH:10]=[CH:11][C:4]=3[O:3][C:2]([F:12])([F:13])[F:1])=[CH:37][C:36]([C:44]([F:45])([F:47])[F:46])=[N:35]2)[CH2:30][CH2:29]1)[C:23](=[O:24])[O:22][C:18]([CH3:21])([CH3:19])[CH3:20], predict the reactants needed to synthesize it.